Dataset: NCI-60 drug combinations with 297,098 pairs across 59 cell lines. Task: Regression. Given two drug SMILES strings and cell line genomic features, predict the synergy score measuring deviation from expected non-interaction effect. (1) Drug 1: COC1=C(C=C2C(=C1)N=CN=C2NC3=CC(=C(C=C3)F)Cl)OCCCN4CCOCC4. Drug 2: CN1C2=C(C=C(C=C2)N(CCCl)CCCl)N=C1CCCC(=O)O.Cl. Cell line: HOP-62. Synergy scores: CSS=7.26, Synergy_ZIP=-3.96, Synergy_Bliss=-1.36, Synergy_Loewe=-7.55, Synergy_HSA=-3.43. (2) Drug 1: CC(C1=C(C=CC(=C1Cl)F)Cl)OC2=C(N=CC(=C2)C3=CN(N=C3)C4CCNCC4)N. Drug 2: CC1=C(C=C(C=C1)C(=O)NC2=CC(=CC(=C2)C(F)(F)F)N3C=C(N=C3)C)NC4=NC=CC(=N4)C5=CN=CC=C5. Cell line: IGROV1. Synergy scores: CSS=8.49, Synergy_ZIP=0.166, Synergy_Bliss=4.72, Synergy_Loewe=2.88, Synergy_HSA=3.09. (3) Drug 2: N.N.Cl[Pt+2]Cl. Synergy scores: CSS=14.3, Synergy_ZIP=-7.39, Synergy_Bliss=-0.440, Synergy_Loewe=-19.0, Synergy_HSA=-4.20. Drug 1: C1=CC=C(C(=C1)C(C2=CC=C(C=C2)Cl)C(Cl)Cl)Cl. Cell line: HT29. (4) Drug 1: CC1C(C(=O)NC(C(=O)N2CCCC2C(=O)N(CC(=O)N(C(C(=O)O1)C(C)C)C)C)C(C)C)NC(=O)C3=C4C(=C(C=C3)C)OC5=C(C(=O)C(=C(C5=N4)C(=O)NC6C(OC(=O)C(N(C(=O)CN(C(=O)C7CCCN7C(=O)C(NC6=O)C(C)C)C)C)C(C)C)C)N)C. Drug 2: COC1=NC(=NC2=C1N=CN2C3C(C(C(O3)CO)O)O)N. Cell line: NCIH23. Synergy scores: CSS=-2.71, Synergy_ZIP=-0.706, Synergy_Bliss=-2.83, Synergy_Loewe=-6.38, Synergy_HSA=-4.13. (5) Drug 1: C1=C(C(=O)NC(=O)N1)F. Drug 2: C#CCC(CC1=CN=C2C(=N1)C(=NC(=N2)N)N)C3=CC=C(C=C3)C(=O)NC(CCC(=O)O)C(=O)O. Cell line: SF-295. Synergy scores: CSS=28.3, Synergy_ZIP=-1.24, Synergy_Bliss=-5.11, Synergy_Loewe=-3.47, Synergy_HSA=-3.35. (6) Drug 1: CCC1(CC2CC(C3=C(CCN(C2)C1)C4=CC=CC=C4N3)(C5=C(C=C6C(=C5)C78CCN9C7C(C=CC9)(C(C(C8N6C=O)(C(=O)OC)O)OC(=O)C)CC)OC)C(=O)OC)O.OS(=O)(=O)O. Drug 2: COC1=C2C(=CC3=C1OC=C3)C=CC(=O)O2. Cell line: MDA-MB-435. Synergy scores: CSS=56.8, Synergy_ZIP=-1.50, Synergy_Bliss=-4.58, Synergy_Loewe=-63.7, Synergy_HSA=-6.61.